From a dataset of NCI-60 drug combinations with 297,098 pairs across 59 cell lines. Regression. Given two drug SMILES strings and cell line genomic features, predict the synergy score measuring deviation from expected non-interaction effect. (1) Drug 1: CC1=C(C(=O)C2=C(C1=O)N3CC4C(C3(C2COC(=O)N)OC)N4)N. Drug 2: C(CCl)NC(=O)N(CCCl)N=O. Cell line: NCI-H460. Synergy scores: CSS=3.38, Synergy_ZIP=0.423, Synergy_Bliss=2.73, Synergy_Loewe=3.52, Synergy_HSA=1.28. (2) Drug 1: C1CC(=O)NC(=O)C1N2CC3=C(C2=O)C=CC=C3N. Drug 2: CCC(=C(C1=CC=CC=C1)C2=CC=C(C=C2)OCCN(C)C)C3=CC=CC=C3.C(C(=O)O)C(CC(=O)O)(C(=O)O)O. Cell line: BT-549. Synergy scores: CSS=5.48, Synergy_ZIP=-2.08, Synergy_Bliss=0.344, Synergy_Loewe=0.0760, Synergy_HSA=0.253. (3) Drug 1: C1CC(C1)(C(=O)O)C(=O)O.[NH2-].[NH2-].[Pt+2]. Drug 2: COC1=C2C(=CC3=C1OC=C3)C=CC(=O)O2. Cell line: UO-31. Synergy scores: CSS=-4.02, Synergy_ZIP=2.28, Synergy_Bliss=0.333, Synergy_Loewe=0.544, Synergy_HSA=-3.32. (4) Drug 1: CC1=C(C=C(C=C1)NC2=NC=CC(=N2)N(C)C3=CC4=NN(C(=C4C=C3)C)C)S(=O)(=O)N.Cl. Drug 2: CC1CCCC2(C(O2)CC(NC(=O)CC(C(C(=O)C(C1O)C)(C)C)O)C(=CC3=CSC(=N3)C)C)C. Cell line: K-562. Synergy scores: CSS=6.55, Synergy_ZIP=-2.53, Synergy_Bliss=-5.73, Synergy_Loewe=-5.90, Synergy_HSA=-5.10. (5) Cell line: EKVX. Drug 1: C1=NC2=C(N=C(N=C2N1C3C(C(C(O3)CO)O)F)Cl)N. Synergy scores: CSS=6.79, Synergy_ZIP=-0.837, Synergy_Bliss=4.25, Synergy_Loewe=-0.811, Synergy_HSA=1.19. Drug 2: CC1=C(C(=O)C2=C(C1=O)N3CC4C(C3(C2COC(=O)N)OC)N4)N. (6) Drug 1: CCN(CC)CCCC(C)NC1=C2C=C(C=CC2=NC3=C1C=CC(=C3)Cl)OC. Cell line: CCRF-CEM. Drug 2: C1CN(CCN1C(=O)CCBr)C(=O)CCBr. Synergy scores: CSS=70.1, Synergy_ZIP=-7.45, Synergy_Bliss=-5.41, Synergy_Loewe=-5.10, Synergy_HSA=-2.06. (7) Drug 1: C1C(C(OC1N2C=C(C(=O)NC2=O)F)CO)O. Drug 2: C#CCC(CC1=CN=C2C(=N1)C(=NC(=N2)N)N)C3=CC=C(C=C3)C(=O)NC(CCC(=O)O)C(=O)O. Cell line: SF-295. Synergy scores: CSS=41.5, Synergy_ZIP=-0.820, Synergy_Bliss=-2.21, Synergy_Loewe=-5.52, Synergy_HSA=0.0699.